From a dataset of Forward reaction prediction with 1.9M reactions from USPTO patents (1976-2016). Predict the product of the given reaction. (1) Given the reactants [CH3:1][C:2]1[CH:10]=[CH:9][CH:8]=[C:4]([C:5]([OH:7])=[O:6])[C:3]=1[OH:11].[C:12](OC(=O)C)(=[O:14])[CH3:13].C([O-])(O)=O.[Na+].Cl, predict the reaction product. The product is: [C:12]([O:11][C:3]1[C:2]([CH3:1])=[CH:10][CH:9]=[CH:8][C:4]=1[C:5]([OH:7])=[O:6])(=[O:14])[CH3:13]. (2) Given the reactants [C:1]12([CH2:11][C:12]([NH:14][C:15]3[CH:24]=[CH:23][CH:22]=[C:21]4[C:16]=3[CH:17]=[CH:18][C:19]([Cl:25])=[N:20]4)=[O:13])[CH2:10][CH:5]3[CH2:6][CH:7]([CH2:9][CH:3]([CH2:4]3)[CH2:2]1)[CH2:8]2.[NH2:26][CH2:27][CH2:28][NH:29][CH2:30][CH2:31][OH:32].C(OC(OC(OC(C)(C)C)=O)=O)(C)(C)C.[ClH:48], predict the reaction product. The product is: [ClH:25].[ClH:48].[C:1]12([CH2:11][C:12]([NH:14][C:15]3[CH:24]=[CH:23][CH:22]=[C:21]4[C:16]=3[CH:17]=[CH:18][C:19]([NH:26][CH2:27][CH2:28][NH:29][CH2:30][CH2:31][OH:32])=[N:20]4)=[O:13])[CH2:10][CH:5]3[CH2:6][CH:7]([CH2:9][CH:3]([CH2:4]3)[CH2:2]1)[CH2:8]2. (3) The product is: [N:30]1[CH:31]=[CH:32][CH:33]=[CH:34][C:29]=1[CH2:28][NH:8][CH2:9][C:10]1[CH:15]=[CH:14][C:13]([CH2:16][N:17]([CH2:35][C:36]2[O:40][CH:39]=[CH:38][CH:37]=2)[CH:18]2[C:27]3[N:26]=[CH:25][CH:24]=[CH:23][C:22]=3[CH2:21][CH2:20][CH2:19]2)=[CH:12][CH:11]=1. Given the reactants C(OC([N:8]([CH2:28][C:29]1[CH:34]=[CH:33][CH:32]=[CH:31][N:30]=1)[CH2:9][C:10]1[CH:15]=[CH:14][C:13]([CH2:16][NH:17][CH:18]2[C:27]3[N:26]=[CH:25][CH:24]=[CH:23][C:22]=3[CH2:21][CH2:20][CH2:19]2)=[CH:12][CH:11]=1)=O)(C)(C)C.[CH:35](=O)[C:36]1[O:40][CH:39]=[CH:38][CH:37]=1.[BH3-]C#N.[Na+], predict the reaction product. (4) The product is: [I:11][C:2]1[CH:7]=[CH:6][C:5]([CH2:8][C:9]#[N:10])=[CH:4][CH:3]=1. Given the reactants Br[C:2]1[CH:7]=[CH:6][C:5]([CH2:8][C:9]#[N:10])=[CH:4][CH:3]=1.[I-:11].[Na+].O1CCOCC1.N, predict the reaction product. (5) The product is: [CH3:27][S:28]([NH:31][C:24]([C:22]1[CH:21]=[CH:20][CH:19]=[C:18]([CH2:17][C:7]2[C:6]3[C:10](=[CH:11][C:3]([O:2][CH3:1])=[CH:4][CH:5]=3)[NH:9][C:8]=2[C:12]2[CH:16]=[CH:15][S:14][CH:13]=2)[N:23]=1)=[O:25])(=[O:30])=[O:29]. Given the reactants [CH3:1][O:2][C:3]1[CH:11]=[C:10]2[C:6]([C:7]([CH2:17][C:18]3[N:23]=[C:22]([C:24](O)=[O:25])[CH:21]=[CH:20][CH:19]=3)=[C:8]([C:12]3[CH:16]=[CH:15][S:14][CH:13]=3)[NH:9]2)=[CH:5][CH:4]=1.[CH3:27][S:28]([NH2:31])(=[O:30])=[O:29].Cl.C(N=C=NCCCN(C)C)C, predict the reaction product. (6) Given the reactants [C:1]1([C:7]2[CH:8]=[C:9]3[C:14](=[N:15][C:16]=2[C:17]2[CH:22]=[CH:21][CH:20]=[CH:19][CH:18]=2)[NH:13][CH2:12][CH2:11][CH2:10]3)[CH:6]=[CH:5][CH:4]=[CH:3][CH:2]=1.C(=O)([O-])[O-].[Cs+].[Cs+].Br[CH2:30][CH2:31][CH2:32][CH2:33][CH2:34][CH2:35][C:36]([O:38][CH2:39][CH3:40])=[O:37], predict the reaction product. The product is: [C:1]1([C:7]2[CH:8]=[C:9]3[C:14](=[N:15][C:16]=2[C:17]2[CH:22]=[CH:21][CH:20]=[CH:19][CH:18]=2)[N:13]([CH2:30][CH2:31][CH2:32][CH2:33][CH2:34][CH2:35][C:36]([O:38][CH2:39][CH3:40])=[O:37])[CH2:12][CH2:11][CH2:10]3)[CH:2]=[CH:3][CH:4]=[CH:5][CH:6]=1.